From a dataset of Reaction yield outcomes from USPTO patents with 853,638 reactions. Predict the reaction yield, written as a fraction of the theoretical maximum amount of product (1.0 means a 100% yield; for example, 0.34 means a 34% yield). The reactants are [Br:1][C:2]1[C:3]([F:12])=[C:4]2[C:10]([NH2:11])=[CH:9][NH:8][C:5]2=[N:6][CH:7]=1.[CH3:13][C:14](OC(C)=O)=[O:15]. The catalyst is C1COCC1. The product is [Br:1][C:2]1[C:3]([F:12])=[C:4]2[C:10]([NH:11][C:14](=[O:15])[CH3:13])=[CH:9][NH:8][C:5]2=[N:6][CH:7]=1. The yield is 0.670.